Dataset: Catalyst prediction with 721,799 reactions and 888 catalyst types from USPTO. Task: Predict which catalyst facilitates the given reaction. (1) Reactant: [CH3:1][O:2][C:3]([N:5]([C:33]1[CH:38]=[CH:37][CH:36]=[CH:35][CH:34]=1)[NH:6][C:7]([C:9]1[C:18]2[C:13](=[CH:14][CH:15]=[CH:16][CH:17]=2)[N:12]=[C:11]([C:19]2[CH:24]=[CH:23][CH:22]=[CH:21][CH:20]=2)[C:10]=1[O:25]CC1C=CC=CC=1)=[O:8])=[O:4].[H][H]. Product: [CH3:1][O:2][C:3]([N:5]([C:33]1[CH:38]=[CH:37][CH:36]=[CH:35][CH:34]=1)[NH:6][C:7]([C:9]1[C:18]2[C:13](=[CH:14][CH:15]=[CH:16][CH:17]=2)[N:12]=[C:11]([C:19]2[CH:20]=[CH:21][CH:22]=[CH:23][CH:24]=2)[C:10]=1[OH:25])=[O:8])=[O:4]. The catalyst class is: 19. (2) Reactant: C([O:8][C:9]1[CH:10]=[C:11]([CH2:15][CH2:16][NH:17][C:18](=[O:24])[O:19][C:20]([CH3:23])([CH3:22])[CH3:21])[CH:12]=[CH:13][CH:14]=1)C1C=CC=CC=1.[H][H]. Product: [OH:8][C:9]1[CH:10]=[C:11]([CH2:15][CH2:16][NH:17][C:18](=[O:24])[O:19][C:20]([CH3:22])([CH3:21])[CH3:23])[CH:12]=[CH:13][CH:14]=1. The catalyst class is: 19. (3) Reactant: [Si:1]([O:8][C@@H:9]1[C@@:28]2([CH3:29])[C:13](=[CH:14][CH:15]=[C:16]3[C@@H:27]2[CH2:26][CH2:25][C@@:24]2([CH3:30])[C@H:17]3[CH2:18][CH:19]=[C:20]2[C@@H:21]([OH:23])[CH3:22])[CH2:12][C@@H:11]([O:31][Si:32]([C:35]([CH3:38])([CH3:37])[CH3:36])([CH3:34])[CH3:33])[CH2:10]1)([C:4]([CH3:7])([CH3:6])[CH3:5])([CH3:3])[CH3:2].[H-].[Na+].C1OCCOCCOCCOCCOC1.Br[CH2:57]/[CH:58]=[CH:59]\[C:60]([CH3:70])([O:62][Si:63]([CH2:68][CH3:69])([CH2:66][CH3:67])[CH2:64][CH3:65])[CH3:61]. Product: [Si:1]([O:8][C@@H:9]1[C@@:28]2([CH3:29])[C:13](=[CH:14][CH:15]=[C:16]3[C@@H:27]2[CH2:26][CH2:25][C@@:24]2([CH3:30])[C@H:17]3[CH2:18][CH:19]=[C:20]2[C@@H:21]([O:23][CH2:57]/[CH:58]=[CH:59]\[C:60]([CH3:70])([O:62][Si:63]([CH2:66][CH3:67])([CH2:68][CH3:69])[CH2:64][CH3:65])[CH3:61])[CH3:22])[CH2:12][C@@H:11]([O:31][Si:32]([C:35]([CH3:37])([CH3:36])[CH3:38])([CH3:33])[CH3:34])[CH2:10]1)([C:4]([CH3:7])([CH3:6])[CH3:5])([CH3:3])[CH3:2]. The catalyst class is: 7. (4) Reactant: [Cl:1][C:2]1[C:7]([N+:8]([O-:10])=[O:9])=[C:6](Cl)[N:5]=[C:4]([N:12]2[CH2:17][CH2:16][O:15][CH2:14][CH2:13]2)[CH:3]=1.[CH3:18][O-:19].[Na+]. Product: [Cl:1][C:2]1[C:7]([N+:8]([O-:10])=[O:9])=[C:6]([O:19][CH3:18])[N:5]=[C:4]([N:12]2[CH2:17][CH2:16][O:15][CH2:14][CH2:13]2)[CH:3]=1. The catalyst class is: 5.